From a dataset of Forward reaction prediction with 1.9M reactions from USPTO patents (1976-2016). Predict the product of the given reaction. (1) Given the reactants [C:1](=[O:4])([OH:3])[O-:2].[ClH:5].[NH2:6][CH2:7][CH2:8][NH:9][CH2:10][CH2:11][NH2:12].[C:13](=[O:16])([O-:15])[O-:14], predict the reaction product. The product is: [Cl-:5].[NH2:6][CH2:7][CH2:8][NH:9][CH2:10][CH2:11][NH2:12].[C:1](=[O:2])([O-:4])[O-:3].[C:13](=[O:14])([OH:16])[O-:15]. (2) Given the reactants [CH:1]1([CH2:4][C:5]2[C:13]3[C:12](=[O:14])[CH2:11][C:10]([CH3:16])([CH3:15])[CH2:9][C:8]=3[N:7]([C:17]3[CH:24]=[CH:23][C:20]([C:21]#[N:22])=[CH:19][CH:18]=3)[N:6]=2)[CH2:3][CH2:2]1.CC[OH:27].CS(C)=O, predict the reaction product. The product is: [CH:1]1([CH2:4][C:5]2[C:13]3[C:12](=[O:14])[CH2:11][C:10]([CH3:16])([CH3:15])[CH2:9][C:8]=3[N:7]([C:17]3[CH:18]=[CH:19][C:20]([C:21]([NH2:22])=[O:27])=[CH:23][CH:24]=3)[N:6]=2)[CH2:3][CH2:2]1. (3) The product is: [C:1]([N:3]=[C:4]([N:52]1[CH2:53][CH2:54][N:49]([C:47]2[C:48]3[C:40]([CH3:39])=[CH:41][NH:42][C:43]=3[N:44]=[CH:45][N:46]=2)[CH2:50][C@@H:51]1[CH3:55])[NH:5][C:6]1[CH:11]=[CH:10][CH:9]=[C:8]([F:12])[CH:7]=1)#[N:2]. Given the reactants [C:1]([N:3]=[C:4](OC1C=CC=CC=1)[NH:5][C:6]1[CH:11]=[CH:10][CH:9]=[C:8]([F:12])[CH:7]=1)#[N:2].ClC1C=C(NC(=NC#N)OC2C=CC=CC=2)C=CC=1.[CH3:39][C:40]1[C:48]2[C:47]([N:49]3[CH2:54][CH2:53][NH:52][C@@H:51]([CH3:55])[CH2:50]3)=[N:46][CH:45]=[N:44][C:43]=2[NH:42][CH:41]=1.C(N(CC)C(C)C)(C)C, predict the reaction product. (4) Given the reactants [Cl:1][C:2]1[CH:7]=[CH:6][CH:5]=[C:4]([Cl:8])[C:3]=1[OH:9].[Br:10][CH2:11][CH2:12][CH2:13]Br.[OH-].[Na+], predict the reaction product. The product is: [Br:10][CH2:11][CH2:12][CH2:13][O:9][C:3]1[C:2]([Cl:1])=[CH:7][CH:6]=[CH:5][C:4]=1[Cl:8]. (5) Given the reactants [CH3:1][O:2][C:3]1[CH:4]=[C:5]([CH:9]=[CH:10][C:11]=1[CH3:12])[C:6]([OH:8])=[O:7].[CH3:13]O.S(Cl)(Cl)=O, predict the reaction product. The product is: [CH3:1][O:2][C:3]1[CH:4]=[C:5]([CH:9]=[CH:10][C:11]=1[CH3:12])[C:6]([O:8][CH3:13])=[O:7]. (6) Given the reactants C(OC(=O)[NH:7][CH2:8][C:9]1[CH:14]=[C:13]([CH:15]=[CH2:16])[C:12]([NH:17][S:18]([CH3:21])(=[O:20])=[O:19])=[C:11]([CH3:22])[CH:10]=1)(C)(C)C, predict the reaction product. The product is: [NH2:7][CH2:8][C:9]1[CH:14]=[C:13]([CH:15]=[CH2:16])[C:12]([NH:17][S:18]([CH3:21])(=[O:20])=[O:19])=[C:11]([CH3:22])[CH:10]=1. (7) Given the reactants F[C:2](F)([O:12]C)[CH:3]([C:8]([F:11])(F)F)[C:4]([F:7])([F:6])[F:5].CN(C)C.[F:19][C:20]1[CH:39]=[CH:38][CH:37]=[CH:36][C:21]=1[CH2:22][N:23]1[C:27]([C:28]2[CH:32]=[CH:31][O:30][N:29]=2)=[CH:26][C:25]([C:33](=[NH:35])[NH2:34])=[N:24]1, predict the reaction product. The product is: [F:11][C:8]1[N:34]=[C:33]([C:25]2[CH:26]=[C:27]([C:28]3[CH:32]=[CH:31][O:30][N:29]=3)[N:23]([CH2:22][C:21]3[CH:36]=[CH:37][CH:38]=[CH:39][C:20]=3[F:19])[N:24]=2)[NH:35][C:2](=[O:12])[C:3]=1[C:4]([F:5])([F:6])[F:7]. (8) The product is: [C@@H:57]1([O:56][C@@H:46]2[C@@H:45]([CH2:96][OH:97])[O:44][C@H:10]([O:11][C@H:12]3[C@H:16]([OH:17])[CH2:15][NH:14][C@@H:13]3[CH2:35][OH:36])[C@H:9]([OH:8])[C@H:47]2[OH:48])[O:86][C@H:85]([CH2:87][OH:88])[C@@H:76]([OH:77])[C@H:67]([OH:68])[C@H:58]1[OH:59]. Given the reactants C([O:8][C@@H:9]1[C@@H:47]([O:48]CC2C=CC=CC=2)[C@H:46]([O:56][C@@H:57]2[O:86][C@H:85]([CH2:87][O:88]CC3C=CC=CC=3)[C@@H:76]([O:77]CC3C=CC=CC=3)[C@H:67]([O:68]CC3C=CC=CC=3)[C@H:58]2[O:59]CC2C=CC=CC=2)[C@@H:45]([CH2:96][O:97]CC2C=CC=CC=2)[O:44][C@@H:10]1[O:11][C@H:12]1[C@H:16]([O:17]CC2C=CC=CC=2)[CH2:15][N:14](C(OCC2C=CC=CC=2)=O)[C@@H:13]1[CH2:35][O:36]CC1C=CC=CC=1)C1C=CC=CC=1.C(OCC)(=O)C.Cl.CO, predict the reaction product.